From a dataset of Full USPTO retrosynthesis dataset with 1.9M reactions from patents (1976-2016). Predict the reactants needed to synthesize the given product. (1) Given the product [Br:8][C:9]1[CH:18]=[C:17]2[C:12]([CH2:13][CH2:14][C:15]3([CH2:21][CH2:20]3)[C:16]2=[N:7][S:5]([C:2]([CH3:4])([CH3:3])[CH3:1])=[O:6])=[CH:11][CH:10]=1, predict the reactants needed to synthesize it. The reactants are: [CH3:1][C:2]([S:5]([NH2:7])=[O:6])([CH3:4])[CH3:3].[Br:8][C:9]1[CH:18]=[C:17]2[C:12]([CH2:13][CH2:14][C:15]3([CH2:21][CH2:20]3)[C:16]2=O)=[CH:11][CH:10]=1.CO.C([O-])(O)=O.[Na+]. (2) Given the product [CH3:27][N:16]([CH2:15][C:7]1[N:6]([CH2:5][CH2:4][CH2:3][CH2:2][NH:1][S:38]([CH3:37])(=[O:40])=[O:39])[C:10]2[CH:11]=[CH:12][CH:13]=[CH:14][C:9]=2[N:8]=1)[CH:17]1[C:26]2[N:25]=[CH:24][CH:23]=[CH:22][C:21]=2[CH2:20][CH2:19][CH2:18]1, predict the reactants needed to synthesize it. The reactants are: [NH2:1][CH2:2][CH2:3][CH2:4][CH2:5][N:6]1[C:10]2[CH:11]=[CH:12][CH:13]=[CH:14][C:9]=2[N:8]=[C:7]1[CH2:15][N:16]([CH3:27])[CH:17]1[C:26]2[N:25]=[CH:24][CH:23]=[CH:22][C:21]=2[CH2:20][CH2:19][CH2:18]1.C(N(CC)C(C)C)(C)C.[CH3:37][S:38](Cl)(=[O:40])=[O:39].C([O-])(O)=O.[Na+]. (3) Given the product [C:29]([C:28]1[CH:31]=[CH:32][C:25]([N:23]2[CH:6]([CH:1]3[CH2:5][CH2:4][CH2:3][CH2:2]3)[CH:7]3[C:8]([C:9]4[CH:10]=[CH:11][C:12]([C:17]([O:19][CH3:20])=[O:18])=[N:13][C:14]=4[CH2:15][CH2:16]3)=[N:24]2)=[CH:26][C:27]=1[CH3:33])#[N:30], predict the reactants needed to synthesize it. The reactants are: [CH:1]1(/[CH:6]=[C:7]2/[C:8](=O)[C:9]3[CH:10]=[CH:11][C:12]([C:17]([O:19][CH3:20])=[O:18])=[N:13][C:14]=3[CH2:15][CH2:16]/2)[CH2:5][CH2:4][CH2:3][CH2:2]1.Cl.[NH:23]([C:25]1[CH:32]=[CH:31][C:28]([C:29]#[N:30])=[C:27]([CH3:33])[CH:26]=1)[NH2:24]. (4) Given the product [CH3:22][O:21][C:19](=[O:20])[CH2:18][N:9]1[C:8]2[CH:7]=[CH:6][CH:5]=[C:4]([CH:1]([CH3:3])[CH3:2])[C:13]=2[O:12][CH2:11][C:10]1=[O:14], predict the reactants needed to synthesize it. The reactants are: [CH:1]([C:4]1[C:13]2[O:12][CH2:11][C:10](=[O:14])[NH:9][C:8]=2[CH:7]=[CH:6][CH:5]=1)([CH3:3])[CH3:2].[H-].[Na+].Br[CH2:18][C:19]([O:21][CH3:22])=[O:20].Cl. (5) Given the product [CH2:1]([O:3][C:4]1[C:9]([C:10]#[N:11])=[C:8]([F:12])[C:7]([C:32]2[N:28]=[CH:29][NH:30][CH:31]=2)=[CH:6][CH:5]=1)[CH3:2], predict the reactants needed to synthesize it. The reactants are: [CH2:1]([O:3][C:4]1[C:9]([C:10]#[N:11])=[C:8]([F:12])[C:7](B2OC(C)(C)C(C)(C)O2)=[CH:6][CH:5]=1)[CH3:2].C([O-])([O-])=O.[Na+].[Na+].[NH:28]1[CH:32]=[CH:31][N:30]=[CH:29]1. (6) The reactants are: [C:1]1([C:7]2[N:8]=[CH:9][NH:10][C:11]=2[CH:12]=[O:13])[CH:6]=[CH:5][CH:4]=[CH:3][CH:2]=1.Cl[CH2:15][C:16]([O:18][C:19]([CH3:22])([CH3:21])[CH3:20])=[O:17]. Given the product [CH3:4][CH2:3][CH2:2][CH:1]([CH3:7])[CH3:6].[CH:12]([C:11]1[N:10]([CH2:15][C:16]([O:18][C:19]([CH3:22])([CH3:21])[CH3:20])=[O:17])[CH:9]=[N:8][C:7]=1[C:1]1[CH:2]=[CH:3][CH:4]=[CH:5][CH:6]=1)=[O:13], predict the reactants needed to synthesize it. (7) Given the product [C:39]([C:38]1[CH:41]=[C:34]([C:32]2[S:33][C:29]([C:9]3[CH:18]=[CH:17][CH:16]=[C:15]4[C:10]=3[CH2:11][CH2:12][CH2:13][C@H:14]4[NH:19][C:20](=[O:26])[O:21][C:22]([CH3:23])([CH3:24])[CH3:25])=[N:30][N:31]=2)[CH:35]=[CH:36][C:37]=1[F:42])#[N:40], predict the reactants needed to synthesize it. The reactants are: CC1(C)C(C)(C)OB([C:9]2[CH:18]=[CH:17][CH:16]=[C:15]3[C:10]=2[CH2:11][CH2:12][CH2:13][C@H:14]3[NH:19][C:20](=[O:26])[O:21][C:22]([CH3:25])([CH3:24])[CH3:23])O1.Br[C:29]1[S:33][C:32]([C:34]2[CH:35]=[CH:36][C:37]([F:42])=[C:38]([CH:41]=2)[C:39]#[N:40])=[N:31][N:30]=1.C([O-])([O-])=O.[K+].[K+]. (8) Given the product [I:16][C:17]1[CH:18]=[C:19]2[C:24](=[CH:25][CH:26]=1)[C:23](=[O:27])[NH:22][C:21](=[O:28])[C:20]2=[CH:29][NH:15][C:12]1[CH:13]=[CH:14][C:9]([N:5]2[CH2:4][CH:3]3[CH2:8][CH:6]2[CH2:7][N:2]3[CH3:1])=[CH:10][CH:11]=1, predict the reactants needed to synthesize it. The reactants are: [CH3:1][N:2]1[CH2:7][CH:6]2[CH2:8][CH:3]1[CH2:4][N:5]2[C:9]1[CH:14]=[CH:13][C:12]([NH2:15])=[CH:11][CH:10]=1.[I:16][C:17]1[CH:18]=[C:19]2[C:24](=[CH:25][CH:26]=1)[C:23](=[O:27])[NH:22][C:21](=[O:28])[C:20]2=[CH:29]OC.